This data is from Reaction yield outcomes from USPTO patents with 853,638 reactions. The task is: Predict the reaction yield, written as a fraction of the theoretical maximum amount of product (1.0 means a 100% yield; for example, 0.34 means a 34% yield). (1) The reactants are C([O:8][CH2:9][C:10]([CH:16]1[CH2:20][CH2:19][N:18](CC2C=CC=CC=2)[CH2:17]1)([OH:15])[C:11]([F:14])([F:13])[F:12])C1C=CC=CC=1.[H][H]. The catalyst is O1CCCC1.CO.[OH-].[OH-].[Pd+2]. The product is [F:14][C:11]([F:12])([F:13])[C:10]([CH:16]1[CH2:20][CH2:19][NH:18][CH2:17]1)([OH:15])[CH2:9][OH:8]. The yield is 0.870. (2) The reactants are N(C(OC(C)C)=O)=NC(OC(C)C)=O.[NH:15]1[C:20]2[CH:21]=[CH:22][CH:23]=[CH:24][C:19]=2[C:18](=[O:25])[O:17][C:16]1=[O:26].[C:27]1(P([C:28]2[CH:29]=[CH:30]C=[CH:32][CH:27]=2)[C:28]2[CH:29]=[CH:30]C=[CH:32][CH:27]=2)[CH:32]=C[CH:30]=[CH:29][CH:28]=1.C(O)CCC#C. No catalyst specified. The product is [CH2:30]([N:15]1[C:20]2[CH:21]=[CH:22][CH:23]=[CH:24][C:19]=2[C:18](=[O:25])[O:17][C:16]1=[O:26])[CH2:29][CH2:28][C:27]#[CH:32]. The yield is 0.170. (3) The reactants are [F:1][C:2]1[CH:7]=[CH:6][C:5]([OH:8])=[CH:4][CH:3]=1.[Br:9][CH2:10][CH2:11][CH2:12]Br.C([O-])([O-])=O.[Cs+].[Cs+]. The catalyst is C(#N)C. The product is [F:1][C:2]1[CH:7]=[CH:6][C:5]([O:8][CH2:12][CH2:11][CH2:10][Br:9])=[CH:4][CH:3]=1. The yield is 0.147. (4) The reactants are [C:1]([C:3]1[CH:23]=[CH:22][C:6]([NH:7][C:8](=[O:21])[C:9]([OH:20])([CH3:19])[CH2:10][S:11][C:12]2[CH:17]=[CH:16][C:15]([F:18])=[CH:14][CH:13]=2)=[CH:5][C:4]=1[C:24]([F:27])([F:26])[F:25])#[N:2].C1C=C(C(O)=[O:35])C(C(OO)=O)=CC=1.[OH-:41].[K+]. The catalyst is C(OCC)(=O)C. The product is [CH3:19][C:9]([OH:20])([C:8]([NH:7][C:6]1[CH:22]=[CH:23][C:3]([C:1]#[N:2])=[C:4]([C:24]([F:27])([F:25])[F:26])[CH:5]=1)=[O:21])[CH2:10][S:11]([C:12]1[CH:13]=[CH:14][C:15]([F:18])=[CH:16][CH:17]=1)(=[O:35])=[O:41]. The yield is 0.912. (5) The yield is 0.792. The product is [Cl:10][C:8]1[CH:9]=[C:4]([C:3]([NH:14][NH2:15])=[O:2])[C:5]([OH:11])=[CH:6][CH:7]=1. The reactants are C[O:2][C:3](=O)[C:4]1[CH:9]=[C:8]([Cl:10])[CH:7]=[CH:6][C:5]=1[OH:11].O.[NH2:14][NH2:15].C(O)C. The catalyst is CCCCCC. (6) The reactants are [CH3:1][C@@H:2]1[O:7][C:6]2[N:8]=[CH:9][C:10]([NH:12][C:13](=[O:19])[O:14][C:15]([CH3:18])([CH3:17])[CH3:16])=[CH:11][C:5]=2[NH:4][CH2:3]1.[C:20]1([CH3:30])[CH:25]=[CH:24][CH:23]=[C:22]([S:26](Cl)(=[O:28])=[O:27])[CH:21]=1. The catalyst is N1C(C)=CC=CC=1C.C(OCC)(=O)C. The product is [CH3:1][C@@H:2]1[O:7][C:6]2[N:8]=[CH:9][C:10]([NH:12][C:13](=[O:19])[O:14][C:15]([CH3:18])([CH3:17])[CH3:16])=[CH:11][C:5]=2[N:4]([S:26]([C:22]2[CH:21]=[C:20]([CH3:30])[CH:25]=[CH:24][CH:23]=2)(=[O:28])=[O:27])[CH2:3]1. The yield is 0.680.